From a dataset of Retrosynthesis with 50K atom-mapped reactions and 10 reaction types from USPTO. Predict the reactants needed to synthesize the given product. (1) Given the product CC(C)(O)c1ccn2c(-c3ccc(F)c(-c4ccsc4C#N)c3)cnc2n1, predict the reactants needed to synthesize it. The reactants are: CC(C)(O)c1ccn2c(Br)cnc2n1.CC1(C)OB(c2ccc(F)c(-c3ccsc3C#N)c2)OC1(C)C. (2) Given the product O=C(O)c1cc([N+](=O)[O-])cn1C1CCCC1, predict the reactants needed to synthesize it. The reactants are: CCOC(=O)c1cc([N+](=O)[O-])cn1C1CCCC1. (3) Given the product CCc1noc(-c2sc(NC(=O)CC3CCCC3)nc2-c2ccccc2)n1, predict the reactants needed to synthesize it. The reactants are: CCc1noc(-c2sc(N)nc2-c2ccccc2)n1.O=C(Cl)CC1CCCC1. (4) Given the product CCOC(=O)c1c(Cc2cccc3ccccc23)c2ccccc2n1CC(=O)N(C)C, predict the reactants needed to synthesize it. The reactants are: CCOC(=O)c1[nH]c2ccccc2c1Cc1cccc2ccccc12.CN(C)C(=O)CCl. (5) Given the product Cc1cnc(N2CCN(C(=O)c3ccc(N4CC(=O)N(C)C4=O)cc3)CC2)c(C)c1, predict the reactants needed to synthesize it. The reactants are: CN1C(=O)CNC1=O.Cc1cnc(N2CCN(C(=O)c3ccc(I)cc3)CC2)c(C)c1. (6) Given the product CC(C#N)(CNC(=O)c1n[nH]cc1NC(=O)c1ccccn1)Cc1ccccc1, predict the reactants needed to synthesize it. The reactants are: CC(C#N)(CNC(=O)c1nn(C2CCCCO2)cc1NC(=O)c1ccccn1)Cc1ccccc1. (7) Given the product COc1cc2c(Oc3cc4cccnc4nc3C)ccnc2cc1OCCCl, predict the reactants needed to synthesize it. The reactants are: COc1cc2c(Oc3cc4cccnc4nc3C)ccnc2cc1O.ClCCBr. (8) Given the product COc1ccc2cc(C(=O)C(C)N3CCN(Cc4ccccc4)CC3)ccc2c1, predict the reactants needed to synthesize it. The reactants are: COc1ccc2cc(C(=O)C(C)Br)ccc2c1.c1ccc(CN2CCNCC2)cc1. (9) The reactants are: CC(C)(C)OC(=O)N1CCN(C(=O)c2cnn(-c3ccccc3OCc3ccccc3)c2-c2ccc(F)cc2)C(Cc2ccccc2)C1. Given the product CC(C)(C)OC(=O)N1CCN(C(=O)c2cnn(-c3ccccc3O)c2-c2ccc(F)cc2)C(Cc2ccccc2)C1, predict the reactants needed to synthesize it. (10) The reactants are: CC(C)(C)OC(=O)N1CCCC(O)C1.Cc1nc(-c2ccc(Cl)cc2)sc1CCl. Given the product Cc1nc(-c2ccc(Cl)cc2)sc1COC1CCCN(C(=O)OC(C)(C)C)C1, predict the reactants needed to synthesize it.